Regression. Given two drug SMILES strings and cell line genomic features, predict the synergy score measuring deviation from expected non-interaction effect. From a dataset of NCI-60 drug combinations with 297,098 pairs across 59 cell lines. (1) Drug 1: CCCS(=O)(=O)NC1=C(C(=C(C=C1)F)C(=O)C2=CNC3=C2C=C(C=N3)C4=CC=C(C=C4)Cl)F. Drug 2: CC1CCC2CC(C(=CC=CC=CC(CC(C(=O)C(C(C(=CC(C(=O)CC(OC(=O)C3CCCCN3C(=O)C(=O)C1(O2)O)C(C)CC4CCC(C(C4)OC)O)C)C)O)OC)C)C)C)OC. Cell line: MDA-MB-231. Synergy scores: CSS=22.3, Synergy_ZIP=-0.129, Synergy_Bliss=4.76, Synergy_Loewe=-11.7, Synergy_HSA=3.06. (2) Drug 1: C1=C(C(=O)NC(=O)N1)N(CCCl)CCCl. Drug 2: C1=NNC2=C1C(=O)NC=N2. Cell line: ACHN. Synergy scores: CSS=52.0, Synergy_ZIP=-7.70, Synergy_Bliss=-9.85, Synergy_Loewe=-12.1, Synergy_HSA=-6.71. (3) Drug 1: C1=CN(C(=O)N=C1N)C2C(C(C(O2)CO)O)O.Cl. Drug 2: CC1=C(C(CCC1)(C)C)C=CC(=CC=CC(=CC(=O)O)C)C. Cell line: KM12. Synergy scores: CSS=11.6, Synergy_ZIP=-2.35, Synergy_Bliss=3.44, Synergy_Loewe=-11.1, Synergy_HSA=1.42. (4) Cell line: M14. Synergy scores: CSS=40.0, Synergy_ZIP=-7.94, Synergy_Bliss=-7.18, Synergy_Loewe=-7.62, Synergy_HSA=-1.14. Drug 1: C1=CC(=CC=C1CCC2=CNC3=C2C(=O)NC(=N3)N)C(=O)NC(CCC(=O)O)C(=O)O. Drug 2: CC1=C(C(=O)C2=C(C1=O)N3CC4C(C3(C2COC(=O)N)OC)N4)N. (5) Drug 1: C1=NC2=C(N1)C(=S)N=CN2. Drug 2: C1CNP(=O)(OC1)N(CCCl)CCCl. Cell line: SNB-75. Synergy scores: CSS=43.1, Synergy_ZIP=-2.04, Synergy_Bliss=-1.83, Synergy_Loewe=-44.4, Synergy_HSA=0.201.